The task is: Predict the reaction yield, written as a fraction of the theoretical maximum amount of product (1.0 means a 100% yield; for example, 0.34 means a 34% yield).. This data is from Reaction yield outcomes from USPTO patents with 853,638 reactions. (1) The reactants are [CH3:1][C:2]([C:11]1[O:15][N:14]=[C:13]([NH:16][C:17](=[O:25])OC2C=CC=CC=2)[CH:12]=1)([CH3:10])[CH2:3][N:4]1[CH2:9][CH2:8][O:7][CH2:6][CH2:5]1.C(N(CC)C(C)C)(C)C.[CH3:35][O:36][C:37]1[CH:38]=[C:39]2[C:44](=[CH:45][C:46]=1[O:47][CH3:48])[N:43]=[CH:42][N:41]=[C:40]2[O:49][C:50]1[CH:51]=[C:52]([CH:54]=[CH:55][CH:56]=1)[NH2:53]. The catalyst is C1COCC1. The product is [CH3:35][O:36][C:37]1[CH:38]=[C:39]2[C:44](=[CH:45][C:46]=1[O:47][CH3:48])[N:43]=[CH:42][N:41]=[C:40]2[O:49][C:50]1[CH:51]=[C:52]([NH:53][C:17]([NH:16][C:13]2[CH:12]=[C:11]([C:2]([CH3:1])([CH3:10])[CH2:3][N:4]3[CH2:5][CH2:6][O:7][CH2:8][CH2:9]3)[O:15][N:14]=2)=[O:25])[CH:54]=[CH:55][CH:56]=1. The yield is 0.0100. (2) The reactants are [NH:1]1[CH2:6][CH2:5][CH:4]([N:7]2[CH2:12][CH2:11][CH:10]([N:13]3[C@@H:22]4[C@H:17]([CH2:18][CH2:19][CH2:20][CH2:21]4)[CH2:16][NH:15][C:14]3=[O:23])[CH2:9][CH2:8]2)[CH2:3][CH2:2]1.C(N(CC)CC)C.Cl[C:32]([O:34][CH2:35][CH3:36])=[O:33]. The catalyst is ClCCl. The product is [O:23]=[C:14]1[NH:15][CH2:16][C@@H:17]2[C@H:22]([CH2:21][CH2:20][CH2:19][CH2:18]2)[N:13]1[CH:10]1[CH2:9][CH2:8][N:7]([CH:4]2[CH2:5][CH2:6][N:1]([C:32]([O:34][CH2:35][CH3:36])=[O:33])[CH2:2][CH2:3]2)[CH2:12][CH2:11]1. The yield is 0.630. (3) The reactants are [Cl:1][C:2]1[N:7]=[C:6]([NH:8][C@@H:9]([CH2:14][C:15]([O:17][CH3:18])=[O:16])[C:10](OC)=[O:11])[C:5]([N+:19]([O-])=O)=[CH:4][CH:3]=1.CC(O)C.C(O)(=O)C.C([O-])([O-])=O.[Na+].[Na+]. The catalyst is [Fe].O. The product is [Cl:1][C:2]1[CH:3]=[CH:4][C:5]2[NH:19][C:10](=[O:11])[C@H:9]([CH2:14][C:15]([O:17][CH3:18])=[O:16])[NH:8][C:6]=2[N:7]=1. The yield is 0.680. (4) The reactants are [CH2:1]([C:8]([OH:10])=[O:9])[C:2]([CH2:4][C:5]([OH:7])=O)=[O:3].[C:11](OC(=O)C)(=[O:13])[CH3:12]. The catalyst is C1(C)C=CC=CC=1. The product is [C:11]([O:7][C:5]1[CH2:4][C:2](=[O:3])[O:1][C:8](=[O:9])[CH:10]=1)(=[O:13])[CH3:12]. The yield is 0.540. (5) The reactants are [CH:1]([C:4]1[C:13]2[O:12][CH2:11][C:10](=[O:14])[NH:9][C:8]=2[CH:7]=[CH:6][CH:5]=1)([CH3:3])[CH3:2].C([O-])([O-])=O.[Cs+].[Cs+].[Cl:21][CH2:22][CH2:23][CH2:24]I. The catalyst is CCCCCCC.CCOC(C)=O. The product is [Cl:21][CH2:22][CH2:23][CH2:24][N:9]1[C:8]2[CH:7]=[CH:6][CH:5]=[C:4]([CH:1]([CH3:3])[CH3:2])[C:13]=2[O:12][CH2:11][C:10]1=[O:14]. The yield is 0.700. (6) The reactants are [N:1]([CH2:4][CH:5]1[NH:10][C:9]2[C:11](Br)=[CH:12][C:13]([Cl:15])=[CH:14][C:8]=2[O:7][CH2:6]1)=[N+:2]=[N-:3].[CH3:17][O:18][C:19]1[CH:24]=[CH:23][C:22](B(O)O)=[C:21]([CH3:28])[CH:20]=1. No catalyst specified. The product is [N:1]([CH2:4][CH:5]1[NH:10][C:9]2[C:11]([C:22]3[CH:23]=[CH:24][C:19]([O:18][CH3:17])=[CH:20][C:21]=3[CH3:28])=[CH:12][C:13]([Cl:15])=[CH:14][C:8]=2[O:7][CH2:6]1)=[N+:2]=[N-:3]. The yield is 0.880. (7) The reactants are [Mg].Br[C:3]1[CH:8]=[CH:7][C:6]([C:9]([F:12])([F:11])[F:10])=[CH:5][CH:4]=1.Cl[P:14]1(=[O:19])[CH2:18][CH:17]=[CH:16][CH2:15]1. No catalyst specified. The product is [F:10][C:9]([F:12])([F:11])[C:6]1[CH:7]=[CH:8][C:3]([P:14]2(=[O:19])[CH2:18][CH:17]=[CH:16][CH2:15]2)=[CH:4][CH:5]=1. The yield is 0.490. (8) The reactants are [CH2:1]([O:8][C:9]1[CH:14]=[CH:13][N:12]=[CH:11][C:10]=1Br)[C:2]1[CH:7]=[CH:6][CH:5]=[CH:4][CH:3]=1.C([Mg]Cl)(C)C.[CH2:21]([N:26]1[C:34]2[C:29](=[CH:30][CH:31]=[CH:32][CH:33]=2)[C:28](=[O:35])[C:27]1=[O:36])[CH2:22][CH2:23][CH2:24][CH3:25]. The catalyst is O1CCCC1. The product is [CH2:1]([O:8][C:9]1[CH:14]=[CH:13][N:12]=[CH:11][C:10]=1[C:28]1([OH:35])[C:29]2[C:34](=[CH:33][CH:32]=[CH:31][CH:30]=2)[N:26]([CH2:21][CH2:22][CH2:23][CH2:24][CH3:25])[C:27]1=[O:36])[C:2]1[CH:7]=[CH:6][CH:5]=[CH:4][CH:3]=1. The yield is 0.400. (9) The catalyst is O=[Pt]=O.C1COCC1. The yield is 0.510. The product is [CH2:33]([CH:4]([CH2:1][CH2:2][CH3:3])[CH2:5][CH:6]([C:9]1[NH:13][N:12]=[N:11][N:10]=1)[CH2:7][NH2:8])[CH2:34][CH3:35]. The reactants are [CH2:1]([CH:4]([CH2:33][CH2:34][CH3:35])[CH:5]=[C:6]([C:9]1[N:10]=[N:11][N:12](C(C2C=CC=CC=2)(C2C=CC=CC=2)C2C=CC=CC=2)[N:13]=1)[C:7]#[N:8])[CH2:2][CH3:3].CO.Cl.